This data is from Forward reaction prediction with 1.9M reactions from USPTO patents (1976-2016). The task is: Predict the product of the given reaction. Given the reactants [CH:1]([C:3]1[C:4]([CH3:14])=[CH:5][C:6]([CH3:13])=[C:7]([CH:12]=1)[C:8]([O:10][CH3:11])=[O:9])=[O:2].[CH:15]1(C2C(I)=CC(C(O)=O)=C(C)C=2)C[CH2:16]1.IC1C(C)=CC(C)=C(C=1)C(O)=O, predict the reaction product. The product is: [CH:14]1([C:4]2[C:3]([CH:1]=[O:2])=[CH:12][C:7]([C:8]([O:10][CH3:11])=[O:9])=[C:6]([CH3:13])[CH:5]=2)[CH2:16][CH2:15]1.